The task is: Predict which catalyst facilitates the given reaction.. This data is from Catalyst prediction with 721,799 reactions and 888 catalyst types from USPTO. (1) Reactant: C[O:2][C:3]1[CH:4]=[CH:5][C:6]2[CH2:12][CH2:11][C:10]([CH3:14])([CH3:13])[C:9](=[O:15])[NH:8][C:7]=2[CH:16]=1.B(Br)(Br)Br.CCOCC. Product: [OH:2][C:3]1[CH:4]=[CH:5][C:6]2[CH2:12][CH2:11][C:10]([CH3:13])([CH3:14])[C:9](=[O:15])[NH:8][C:7]=2[CH:16]=1. The catalyst class is: 4. (2) Reactant: [C:1]([C:4]1[C:5](=[O:15])[O:6][C:7]2[CH:14]=[CH:13][CH:12]=[CH:11][C:8]=2[C:9]=1[OH:10])(=[O:3])[CH3:2].[C:16]([CH2:18][O:19][C:20]1[CH:21]=[C:22]([CH:25]=[CH:26][CH:27]=1)[CH:23]=O)#[N:17].N1CCCCC1.O. Product: [OH:10][C:9]1[C:8]2[CH:11]=[CH:12][CH:13]=[CH:14][C:7]=2[O:6][C:5](=[O:15])[C:4]=1[C:1](=[O:3])[CH:2]=[CH:23][C:22]1[CH:25]=[CH:26][CH:27]=[C:20]([O:19][CH2:18][C:16]#[N:17])[CH:21]=1. The catalyst class is: 22. (3) Reactant: [F:1][C:2]1[CH:7]=[CH:6][C:5]([F:8])=[CH:4][C:3]=1[C@H:9]1[CH2:13][CH2:12][CH2:11][N:10]1[C:14]1[CH:15]=[CH:16][C:17]2[N:18]([C:20]([NH2:23])=[CH:21][N:22]=2)[N:19]=1.[N:24]([C:27]1[CH:32]=[CH:31][CH:30]=[CH:29][CH:28]=1)=[C:25]=[O:26]. Product: [F:1][C:2]1[CH:7]=[CH:6][C:5]([F:8])=[CH:4][C:3]=1[C@H:9]1[CH2:13][CH2:12][CH2:11][N:10]1[C:14]1[CH:15]=[CH:16][C:17]2[N:18]([C:20]([NH:23][C:25]([NH:24][C:27]3[CH:32]=[CH:31][CH:30]=[CH:29][CH:28]=3)=[O:26])=[CH:21][N:22]=2)[N:19]=1. The catalyst class is: 2. (4) Reactant: [H-].[Na+].[CH2:3]([C:7]1[CH:8]=[C:9]([NH:24][C:25]([C:27]2[C:32]([CH3:33])=[N:31][CH:30]=[CH:29][N:28]=2)=[O:26])[CH:10]=[CH:11][C:12]=1[C:13]([O:22][CH3:23])([C:18]([F:21])([F:20])[F:19])[C:14]([F:17])([F:16])[F:15])[CH:4]([CH3:6])[CH3:5].[C:34](Cl)(=[O:40])[O:35][CH2:36][CH:37]([CH3:39])[CH3:38].Cl. Product: [CH2:36]([O:35][C:34]([N:24]([C:9]1[CH:10]=[CH:11][C:12]([C:13]([O:22][CH3:23])([C:18]([F:20])([F:21])[F:19])[C:14]([F:17])([F:16])[F:15])=[C:7]([CH2:3][CH:4]([CH3:6])[CH3:5])[CH:8]=1)[C:25]([C:27]1[C:32]([CH3:33])=[N:31][CH:30]=[CH:29][N:28]=1)=[O:26])=[O:40])[CH:37]([CH3:39])[CH3:38]. The catalyst class is: 1.